From a dataset of Forward reaction prediction with 1.9M reactions from USPTO patents (1976-2016). Predict the product of the given reaction. (1) Given the reactants [C:1]1([S:7](Cl)(=[O:9])=[O:8])[CH:6]=[CH:5][CH:4]=[CH:3][CH:2]=1.[CH3:11][O:12][C:13]1[CH:14]=[C:15]2[C:19](=[CH:20][CH:21]=1)[NH:18][CH:17]=[CH:16]2, predict the reaction product. The product is: [C:1]1([S:7]([N:18]2[C:19]3[C:15](=[CH:14][C:13]([O:12][CH3:11])=[CH:21][CH:20]=3)[CH:16]=[CH:17]2)(=[O:9])=[O:8])[CH:6]=[CH:5][CH:4]=[CH:3][CH:2]=1. (2) Given the reactants [N+](C1C=CC(C([O:10][CH2:11][C@@H:12]2[C@@H:17]([CH2:18][O:19][CH2:20][C:21]3[CH:26]=[CH:25][CH:24]=[CH:23][CH:22]=3)[C@H:16]([C:27]3[CH:32]=[CH:31][C:30]([F:33])=[CH:29][C:28]=3[CH3:34])[C@@H:15]([O:35][C@@H:36]([C:38]3[CH:43]=[C:42]([C:44]([F:47])([F:46])[F:45])[CH:41]=[C:40]([C:48]([F:51])([F:50])[F:49])[CH:39]=3)[CH3:37])[O:14][CH2:13]2)=O)=CC=1)([O-])=O.[OH-].[Na+], predict the reaction product. The product is: [CH2:20]([O:19][CH2:18][C@H:17]1[C@H:16]([C:27]2[CH:32]=[CH:31][C:30]([F:33])=[CH:29][C:28]=2[CH3:34])[C@@H:15]([O:35][C@@H:36]([C:38]2[CH:43]=[C:42]([C:44]([F:46])([F:47])[F:45])[CH:41]=[C:40]([C:48]([F:51])([F:50])[F:49])[CH:39]=2)[CH3:37])[O:14][CH2:13][C@@H:12]1[CH2:11][OH:10])[C:21]1[CH:26]=[CH:25][CH:24]=[CH:23][CH:22]=1. (3) Given the reactants [Cl:1][C:2]1[CH:3]=[C:4](B2OC(C)(C)C(C)(C)O2)[CH:5]=[C:6]([Cl:14])[C:7]=1[O:8][CH2:9][C:10]([F:13])([F:12])[F:11].Br[C:25]([C:27]([F:30])([F:29])[F:28])=[CH2:26].C([O-])([O-])=O.[K+].[K+], predict the reaction product. The product is: [Cl:14][C:6]1[CH:5]=[C:4]([C:25]([C:27]([F:30])([F:29])[F:28])=[CH2:26])[CH:3]=[C:2]([Cl:1])[C:7]=1[O:8][CH2:9][C:10]([F:11])([F:12])[F:13]. (4) Given the reactants [F:1][C:2]1[CH:7]=[CH:6][C:5]([C:8]2[C:21](=[O:22])[N:20]([CH3:23])[C:11]3[N:12]([CH3:19])[C:13]4[C:18]([C:10]=3[CH:9]=2)=[CH:17][CH:16]=[CH:15][CH:14]=4)=[CH:4][CH:3]=1.[C:24](Cl)(=[O:27])[CH2:25][CH3:26], predict the reaction product. The product is: [F:1][C:2]1[CH:3]=[CH:4][C:5]([C:8]2[C:21](=[O:22])[N:20]([CH3:23])[C:11]3[N:12]([CH3:19])[C:13]4[C:18]([C:10]=3[CH:9]=2)=[CH:17][C:16]([C:24](=[O:27])[CH2:25][CH3:26])=[CH:15][CH:14]=4)=[CH:6][CH:7]=1. (5) Given the reactants [F:1][C:2]1[CH:7]=[CH:6][C:5]([CH:8]=[CH:9][CH:10]2[CH2:15][CH2:14][C:13]([N:22]([CH3:24])[CH3:23])([C:16]3[CH:21]=[CH:20][CH:19]=[CH:18][CH:17]=3)[CH2:12][CH2:11]2)=[CH:4][CH:3]=1.[ClH:25], predict the reaction product. The product is: [ClH:25].[F:1][C:2]1[CH:3]=[CH:4][C:5]([CH:8]=[CH:9][CH:10]2[CH2:15][CH2:14][C:13]([N:22]([CH3:24])[CH3:23])([C:16]3[CH:17]=[CH:18][CH:19]=[CH:20][CH:21]=3)[CH2:12][CH2:11]2)=[CH:6][CH:7]=1.[F:1][C:2]1[CH:3]=[CH:4][C:5]([CH:8]=[CH:9][CH:10]2[CH2:15][CH2:14][C:13]([N:22]([CH3:24])[CH3:23])([C:16]3[CH:17]=[CH:18][CH:19]=[CH:20][CH:21]=3)[CH2:12][CH2:11]2)=[CH:6][CH:7]=1.